Dataset: Reaction yield outcomes from USPTO patents with 853,638 reactions. Task: Predict the reaction yield, written as a fraction of the theoretical maximum amount of product (1.0 means a 100% yield; for example, 0.34 means a 34% yield). (1) The reactants are [CH:1]1([N:6]2[CH2:12][C:11]([F:14])([F:13])[C:10](=[O:15])[N:9]([CH3:16])[C:8]3[CH:17]=[N:18][C:19]([NH:21][C:22]4[CH:30]=[CH:29][C:25]([C:26](O)=[O:27])=[CH:24][C:23]=4[O:31][CH3:32])=[N:20][C:7]2=3)[CH2:5][CH2:4][CH2:3][CH2:2]1.[NH2:33][CH:34]1[CH2:37][N:36]([CH:38]2[CH2:43][CH2:42][N:41](C(OC(C)(C)C)=O)[CH2:40][CH2:39]2)[CH2:35]1.CN(C(ON1N=NC2C=CC=NC1=2)=[N+](C)C)C.F[P-](F)(F)(F)(F)F.CCN(C(C)C)C(C)C. The catalyst is CN(C=O)C.O. The product is [CH:1]1([N:6]2[CH2:12][C:11]([F:14])([F:13])[C:10](=[O:15])[N:9]([CH3:16])[C:8]3[CH:17]=[N:18][C:19]([NH:21][C:22]4[CH:30]=[CH:29][C:25]([C:26]([NH:33][CH:34]5[CH2:35][N:36]([CH:38]6[CH2:43][CH2:42][NH:41][CH2:40][CH2:39]6)[CH2:37]5)=[O:27])=[CH:24][C:23]=4[O:31][CH3:32])=[N:20][C:7]2=3)[CH2:5][CH2:4][CH2:3][CH2:2]1. The yield is 0.140. (2) The reactants are [F:1][C:2]1[CH:7]=[C:6]([C:8](C)=[CH2:9])[CH:5]=[CH:4][C:3]=1[C@@H:11]([NH:13][C:14](=[O:20])[O:15][C:16]([CH3:19])([CH3:18])[CH3:17])[CH3:12].C(Cl)Cl.CSC.CC[O:29]C(C)=O.CCCCCCC. The catalyst is O. The product is [C:8]([C:6]1[CH:5]=[CH:4][C:3]([C@@H:11]([NH:13][C:14](=[O:20])[O:15][C:16]([CH3:19])([CH3:18])[CH3:17])[CH3:12])=[C:2]([F:1])[CH:7]=1)(=[O:29])[CH3:9]. The yield is 0.230.